This data is from Full USPTO retrosynthesis dataset with 1.9M reactions from patents (1976-2016). The task is: Predict the reactants needed to synthesize the given product. (1) Given the product [OH:20][CH:5]1[CH:4]([NH:1][C:33](=[O:34])[O:32][C:29]([CH3:31])([CH3:30])[CH3:28])[CH:9]=[C:8]([C:10]2[CH:15]=[CH:14][N:13]=[CH:12][C:11]=2[N+:16]([O-:18])=[O:17])[CH2:7][CH:6]1[CH3:19], predict the reactants needed to synthesize it. The reactants are: [N:1]([CH:4]1[CH:9]=[C:8]([C:10]2[CH:15]=[CH:14][N:13]=[CH:12][C:11]=2[N+:16]([O-:18])=[O:17])[CH2:7][CH:6]([CH3:19])[CH:5]1[OH:20])=[N+]=[N-].CP(C)C.CCO.[CH3:28][C:29]([O:32][C:33](O[C:33]([O:32][C:29]([CH3:31])([CH3:30])[CH3:28])=[O:34])=[O:34])([CH3:31])[CH3:30]. (2) Given the product [F:19][C:14]1[CH:13]=[C:12]([C:7]2[C:6]([C:4]([OH:3])=[O:5])=[C:10](/[CH:11]=[CH:20]/[C:21]3[CH:26]=[CH:25][CH:24]=[CH:23][CH:22]=3)[O:9][N:8]=2)[CH:17]=[CH:16][C:15]=1[F:18], predict the reactants needed to synthesize it. The reactants are: C([O:3][C:4]([C:6]1[C:7]([C:12]2[CH:17]=[CH:16][C:15]([F:18])=[C:14]([F:19])[CH:13]=2)=[N:8][O:9][C:10]=1[CH3:11])=[O:5])C.[CH:20](=O)[C:21]1[CH:26]=[CH:25][CH:24]=[CH:23][CH:22]=1.[O-]CC.[Na+].Cl. (3) Given the product [Br:21][C:14]1[C:13]2[C:8](=[CH:9][CH:10]=[CH:11][CH:12]=2)[C:7]([C:1]2[CH:2]=[CH:3][CH:4]=[CH:5][CH:6]=2)=[C:20]2[C:15]=1[CH:16]=[CH:17][CH:18]=[CH:19]2, predict the reactants needed to synthesize it. The reactants are: [C:1]1([C:7]2[C:8]3[C:13]([CH:14]=[C:15]4[C:20]=2[CH:19]=[CH:18][CH:17]=[CH:16]4)=[CH:12][CH:11]=[CH:10][CH:9]=3)[CH:6]=[CH:5][CH:4]=[CH:3][CH:2]=1.[Br:21]Br.S([O-])([O-])(=O)=S.[Na+].[Na+].